From a dataset of Full USPTO retrosynthesis dataset with 1.9M reactions from patents (1976-2016). Predict the reactants needed to synthesize the given product. Given the product [O:1]1[C:12]2[C:4](=[CH:5][C:6]3[S:10][C:9]([C:14]4[CH:15]=[CH:16][C:17]([NH:20][CH3:21])=[N:18][CH:19]=4)=[N:8][C:7]=3[CH:11]=2)[O:3][CH2:2]1, predict the reactants needed to synthesize it. The reactants are: [O:1]1[C:12]2[C:4](=[CH:5][C:6]3[S:10][CH:9]=[N:8][C:7]=3[CH:11]=2)[O:3][CH2:2]1.Br[C:14]1[CH:15]=[CH:16][C:17]([NH:20][CH3:21])=[N:18][CH:19]=1.COC1N=CC(C2SC3C=CC=CC=3N=2)=CN=1.